Predict the product of the given reaction. From a dataset of Forward reaction prediction with 1.9M reactions from USPTO patents (1976-2016). (1) Given the reactants [NH2:1][C:2]1[CH:3]=[CH:4][C:5]2[C:11]([CH3:13])([CH3:12])[CH2:10][CH2:9][C:8](=[O:14])[NH:7][C:6]=2[CH:15]=1.[C:16]([O:20][C:21](O[C:21]([O:20][C:16]([CH3:19])([CH3:18])[CH3:17])=[O:22])=[O:22])([CH3:19])([CH3:18])[CH3:17].CN(C=O)C, predict the reaction product. The product is: [C:16]([O:20][C:21](=[O:22])[NH:1][C:2]1[CH:3]=[CH:4][C:5]2[C:11]([CH3:12])([CH3:13])[CH2:10][CH2:9][C:8](=[O:14])[NH:7][C:6]=2[CH:15]=1)([CH3:19])([CH3:18])[CH3:17]. (2) Given the reactants [NH2:1][C:2]1[N:6]([C:7]2[CH:12]=[C:11]([S:13][CH3:14])[N:10]=[C:9]([CH3:15])[N:8]=2)[N:5]=[CH:4][C:3]=1C(O)=O, predict the reaction product. The product is: [CH3:15][C:9]1[N:8]=[C:7]([N:6]2[C:2]([NH2:1])=[CH:3][CH:4]=[N:5]2)[CH:12]=[C:11]([S:13][CH3:14])[N:10]=1. (3) The product is: [NH2:30][C:22]1[N:23]=[C:24]([C:26]([F:29])([F:27])[F:28])[CH:25]=[C:20]([O:14][CH2:13][C:10]2[CH:11]=[CH:12][C:7]([CH2:6][NH:5][C:3](=[O:4])[C:2]([F:15])([F:16])[F:1])=[CH:8][CH:9]=2)[N:21]=1. Given the reactants [F:1][C:2]([F:16])([F:15])[C:3]([NH:5][CH2:6][C:7]1[CH:12]=[CH:11][C:10]([CH2:13][OH:14])=[CH:9][CH:8]=1)=[O:4].[H-].[Na+].Cl[C:20]1[CH:25]=[C:24]([C:26]([F:29])([F:28])[F:27])[N:23]=[C:22]([NH2:30])[N:21]=1.O, predict the reaction product. (4) Given the reactants N1C=CC=C([C:7]([O:9][C:10](=[O:17])[C:11]2[CH:16]=[CH:15][CH:14]=[CH:13][N:12]=2)=O)C=1.[Li].[CH3:19][OH:20], predict the reaction product. The product is: [N:12]1[CH:13]=[CH:14][CH:15]=[C:16]([C:19]([C:16]2[C:11]([C:10]([O:9][CH3:7])=[O:17])=[N:12][CH:13]=[CH:14][CH:15]=2)=[O:20])[CH:11]=1. (5) Given the reactants Br[C:2]1[CH:3]=[CH:4][C:5]([Cl:8])=[N:6][CH:7]=1.[CH3:9][C:10]([Si:13]([CH3:24])([CH3:23])[O:14][CH2:15][CH2:16][N:17]1[CH2:22][CH2:21][NH:20][CH2:19][CH2:18]1)([CH3:12])[CH3:11].C1(P(C2C=CC=CC=2)C2C3OC4C(=CC=CC=4P(C4C=CC=CC=4)C4C=CC=CC=4)C(C)(C)C=3C=CC=2)C=CC=CC=1.CC(C)([O-])C.[Na+].C(=O)(O)[O-].[Na+], predict the reaction product. The product is: [Cl:8][C:5]1[N:6]=[CH:7][C:2]([N:20]2[CH2:19][CH2:18][N:17]([CH2:16][CH2:15][O:14][Si:13]([C:10]([CH3:12])([CH3:11])[CH3:9])([CH3:23])[CH3:24])[CH2:22][CH2:21]2)=[CH:3][CH:4]=1.